Dataset: Retrosynthesis with 50K atom-mapped reactions and 10 reaction types from USPTO. Task: Predict the reactants needed to synthesize the given product. (1) The reactants are: CC(C)N(C(=O)Cl)C(C)C.Cc1cc(Oc2ncc(C(F)(F)F)cc2Cl)n[nH]1. Given the product Cc1cc(Oc2ncc(C(F)(F)F)cc2Cl)nn1C(=O)N(C(C)C)C(C)C, predict the reactants needed to synthesize it. (2) Given the product CS(=O)(=O)OCCCc1ccc(SCc2coc(/C=C/c3ccccc3)n2)cc1, predict the reactants needed to synthesize it. The reactants are: CS(=O)(=O)Cl.OCCCc1ccc(SCc2coc(/C=C/c3ccccc3)n2)cc1. (3) Given the product O=C(NC1Cc2ccccc2CC1=O)OCc1ccccc1, predict the reactants needed to synthesize it. The reactants are: O=C(N[C@@H]1Cc2ccccc2C[C@H]1O)OCc1ccccc1. (4) Given the product Cc1cc(C=O)cc(Cc2ccccc2)c1, predict the reactants needed to synthesize it. The reactants are: BrCc1ccccc1.Cc1cc(C=O)cc(B(O)O)c1. (5) Given the product COc1ccc(Cn2nc(-n3cnn(Cc4ccc(F)cc4)c3=O)cc2C(=O)O)cc1, predict the reactants needed to synthesize it. The reactants are: COC(=O)c1cc(-n2cnn(Cc3ccc(F)cc3)c2=O)nn1Cc1ccc(OC)cc1. (6) Given the product CCOc1ccc(C(=O)CCC(=O)Nc2nc(-c3ccccc3)c(Cc3ccccc3)s2)cc1/C=C/C(=O)O, predict the reactants needed to synthesize it. The reactants are: CCOC(=O)/C=C/c1cc(C(=O)CCC(=O)Nc2nc(-c3ccccc3)c(Cc3ccccc3)s2)ccc1OCC. (7) The reactants are: C=CC(=O)O.COC.Oc1ccc(O)cc1. Given the product C=CC(=O)OCCCC, predict the reactants needed to synthesize it. (8) Given the product O=C1C(Oc2ccc(C(F)(F)F)cn2)CC2CN(S(=O)(=O)c3cccc(C(F)(F)F)c3)CCN12, predict the reactants needed to synthesize it. The reactants are: FC(F)(F)c1ccc(Br)nc1.O=C1C(O)CC2CN(S(=O)(=O)c3cccc(C(F)(F)F)c3)CCN12. (9) Given the product CCOC(=O)Cc1cc(O)cc2c1CCCC2, predict the reactants needed to synthesize it. The reactants are: CCOC(=O)Cc1cc(OC)cc2c1CCCC2. (10) Given the product O=C(O)CSc1nc2cc(-c3ccc(-c4ccccc4O)cc3)c(Cl)cc2[nH]1, predict the reactants needed to synthesize it. The reactants are: CC(C)(C)OC(=O)CSc1nc2cc(-c3ccc(-c4ccccc4O)cc3)c(Cl)cc2[nH]1.